Dataset: Forward reaction prediction with 1.9M reactions from USPTO patents (1976-2016). Task: Predict the product of the given reaction. (1) Given the reactants [CH2:1]([NH2:3])[CH3:2].[N:4]1[C:13]2[C:8](=[CH:9][CH:10]=[CH:11][CH:12]=2)[C:7]([CH:14]=O)=[CH:6][CH:5]=1, predict the reaction product. The product is: [CH2:1]([NH:3][CH2:14][C:7]1[C:8]2[C:13](=[CH:12][CH:11]=[CH:10][CH:9]=2)[N:4]=[CH:5][CH:6]=1)[CH3:2]. (2) Given the reactants [CH2:1]([N:5]([CH2:20][CH2:21][CH2:22][CH3:23])[C:6]1[CH:11]=[CH:10][C:9]([CH:12]=[CH:13][CH:14]=[CH:15][CH:16]=O)=[C:8]([O:18][CH3:19])[CH:7]=1)[CH2:2][CH2:3][CH3:4].[C:24]([C:26]1[C:27](=[C:42]([C:45]#[N:46])[C:43]#[N:44])[O:28][C:29]([C:36]2[CH:41]=[CH:40][CH:39]=[CH:38][CH:37]=2)([C:32]([F:35])([F:34])[F:33])[C:30]=1[CH3:31])#[N:25], predict the reaction product. The product is: [CH2:1]([N:5]([CH2:20][CH2:21][CH2:22][CH3:23])[C:6]1[CH:11]=[CH:10][C:9]([CH:12]=[CH:13][CH:14]=[CH:15][CH:16]=[CH:31][C:30]2[C:29]([C:36]3[CH:37]=[CH:38][CH:39]=[CH:40][CH:41]=3)([C:32]([F:35])([F:33])[F:34])[O:28][C:27](=[C:42]([C:45]#[N:46])[C:43]#[N:44])[C:26]=2[C:24]#[N:25])=[C:8]([O:18][CH3:19])[CH:7]=1)[CH2:2][CH2:3][CH3:4]. (3) Given the reactants I[C:2]1[C:10]2[C:5](=[CH:6][CH:7]=[C:8]([NH:11][C:12]3[O:13][C:14]([CH2:17][C:18]4[CH:23]=[CH:22][CH:21]=[C:20]([O:24][CH3:25])[CH:19]=4)=[N:15][N:16]=3)[CH:9]=2)[N:4](C(OC(C)(C)C)=O)[N:3]=1.[CH:33](B(OCCCC)OCCCC)=[CH2:34].[OH-].[Ba+2].[OH-].COCCOC, predict the reaction product. The product is: [CH3:25][O:24][C:20]1[CH:19]=[C:18]([CH:23]=[CH:22][CH:21]=1)[CH2:17][C:14]1[O:13][C:12]([NH:11][C:8]2[CH:9]=[C:10]3[C:5](=[CH:6][CH:7]=2)[NH:4][N:3]=[C:2]3[CH:33]=[CH2:34])=[N:16][N:15]=1. (4) The product is: [Cl:20][C:19]1[S:18][C:17]([CH:21]2[CH2:26][CH2:25][N:24]([C:27](=[O:38])[CH2:28][N:29]3[C:33]4=[N:34][CH:35]=[CH:36][CH:37]=[C:32]4[N:31]=[CH:30]3)[CH2:23][CH2:22]2)=[N:16][C:15]=1[C:4]1[CH:5]=[C:6]([O:10][C:11]([F:14])([F:13])[F:12])[C:7]([O:8][CH3:9])=[C:2]([CH:48]2[CH2:50][CH2:49]2)[CH:3]=1. Given the reactants Br[C:2]1[CH:3]=[C:4]([C:15]2[N:16]=[C:17]([CH:21]3[CH2:26][CH2:25][N:24]([C:27](=[O:38])[CH2:28][N:29]4[C:33]5=[N:34][CH:35]=[CH:36][CH:37]=[C:32]5[N:31]=[CH:30]4)[CH2:23][CH2:22]3)[S:18][C:19]=2[Cl:20])[CH:5]=[C:6]([O:10][C:11]([F:14])([F:13])[F:12])[C:7]=1[O:8][CH3:9].O.P([O-])([O-])([O-])=O.[K+].[K+].[K+].[CH:48]1(B(O)O)[CH2:50][CH2:49]1, predict the reaction product. (5) Given the reactants [F:1][C:2]1[CH:7]=[C:6]([S:8]([CH3:11])(=[O:10])=[O:9])[CH:5]=[CH:4][C:3]=1[C:12]1[CH:33]=[CH:32][C:15]2[NH:16][C:17]([CH:19]3[CH2:24][CH2:23][N:22]([C:25]([O:27][C:28]([CH3:31])([CH3:30])[CH3:29])=[O:26])[CH2:21][CH2:20]3)=[N:18][C:14]=2[CH:13]=1.[H-].[Na+].CI.[CH3:38]COC(C)=O.O, predict the reaction product. The product is: [F:1][C:2]1[CH:7]=[C:6]([S:8]([CH3:11])(=[O:9])=[O:10])[CH:5]=[CH:4][C:3]=1[C:12]1[CH:33]=[CH:32][C:15]2[N:16]([CH3:38])[C:17]([CH:19]3[CH2:24][CH2:23][N:22]([C:25]([O:27][C:28]([CH3:30])([CH3:29])[CH3:31])=[O:26])[CH2:21][CH2:20]3)=[N:18][C:14]=2[CH:13]=1. (6) Given the reactants [CH3:1][C:2]1[N:3]=[C:4]([NH2:7])[S:5][CH:6]=1.Cl[C:9]1[CH:14]=[C:13]([S:15][C:16]2[C:21]([CH3:22])=[CH:20][CH:19]=[CH:18][C:17]=2[CH3:23])[CH:12]=[CH:11][N:10]=1.P([O-])([O-])([O-])=O.[K+].[K+].[K+].C1(P(C2C=CC=CC=2)C2C3OC4C(=CC=CC=4P(C4C=CC=CC=4)C4C=CC=CC=4)C(C)(C)C=3C=CC=2)C=CC=CC=1, predict the reaction product. The product is: [CH3:22][C:21]1[CH:20]=[CH:19][CH:18]=[C:17]([CH3:23])[C:16]=1[S:15][C:13]1[CH:12]=[CH:11][N:10]=[C:9]([NH:7][C:4]2[S:5][CH:6]=[C:2]([CH3:1])[N:3]=2)[CH:14]=1. (7) Given the reactants [Cl:1][C:2]1[CH:7]=[CH:6][C:5]([C:8]2([OH:34])[CH2:13][CH2:12][N:11]([CH2:14][CH2:15][CH:16]=[C:17]3[C:27]4[C:22](=[N:23][CH:24]=[CH:25][CH:26]=4)[O:21][C:20]4[CH:28]=[CH:29][CH:30]=[C:31]([CH:32]=O)[C:19]=4[CH2:18]3)[CH2:10][CH2:9]2)=[CH:4][CH:3]=1.[NH2:35][C:36]([NH2:38])=[O:37].C[Si](Cl)(C)C.[BH4-].[Na+], predict the reaction product. The product is: [Cl:1][C:2]1[CH:7]=[CH:6][C:5]([C:8]2([OH:34])[CH2:13][CH2:12][N:11]([CH2:14][CH2:15][CH:16]=[C:17]3[C:27]4[C:22](=[N:23][CH:24]=[CH:25][CH:26]=4)[O:21][C:20]4[CH:28]=[CH:29][CH:30]=[C:31]([CH2:32][NH:35][C:36]([NH2:38])=[O:37])[C:19]=4[CH2:18]3)[CH2:10][CH2:9]2)=[CH:4][CH:3]=1. (8) Given the reactants [CH2:1]([O:8][C:9]1[CH:14]=[CH:13][C:12]([NH:15][C:16]2[N:21]=[CH:20][N:19]=[C:18]([O:22][C:23]3[CH:28]=[CH:27][C:26]([NH:29]C(=O)C)=[CH:25][C:24]=3[F:33])[CH:17]=2)=[CH:11][CH:10]=1)[C:2]1[CH:7]=[CH:6][CH:5]=[CH:4][CH:3]=1.Cl, predict the reaction product. The product is: [NH2:29][C:26]1[CH:27]=[CH:28][C:23]([O:22][C:18]2[N:19]=[CH:20][N:21]=[C:16]([NH:15][C:12]3[CH:11]=[CH:10][C:9]([O:8][CH2:1][C:2]4[CH:7]=[CH:6][CH:5]=[CH:4][CH:3]=4)=[CH:14][CH:13]=3)[CH:17]=2)=[C:24]([F:33])[CH:25]=1. (9) Given the reactants [F:1][C:2]1[CH:3]=[N:4][CH:5]=[CH:6][C:7]=1[CH:8]([C:15]([C:17]1[C:26]2[C:21](=[CH:22][CH:23]=[CH:24][CH:25]=2)[CH:20]=[CH:19][CH:18]=1)=O)[CH2:9][C:10](OCC)=[O:11].[NH2:27][NH2:28].C(O)(=O)C, predict the reaction product. The product is: [F:1][C:2]1[CH:3]=[N:4][CH:5]=[CH:6][C:7]=1[CH:8]1[C:15]([C:17]2[C:26]3[C:21](=[CH:22][CH:23]=[CH:24][CH:25]=3)[CH:20]=[CH:19][CH:18]=2)=[N:28][NH:27][C:10](=[O:11])[CH2:9]1.